From a dataset of Forward reaction prediction with 1.9M reactions from USPTO patents (1976-2016). Predict the product of the given reaction. Given the reactants [Br:1][C:2]1[CH:3]=[CH:4][C:5]2[O:10][CH2:9][C:8](=[O:11])[N:7]([CH2:12][CH2:13][N:14]3[CH2:19][CH2:18][CH:17]([NH:20]C(=O)OC(C)(C)C)[CH2:16][CH2:15]3)[C:6]=2[CH:28]=1.NC1CCN(CCN2C3C(=CC=C(C#N)C=3)C=CC2=O)CC1, predict the reaction product. The product is: [NH2:20][CH:17]1[CH2:16][CH2:15][N:14]([CH2:13][CH2:12][N:7]2[C:6]3[CH:28]=[C:2]([Br:1])[CH:3]=[CH:4][C:5]=3[O:10][CH2:9][C:8]2=[O:11])[CH2:19][CH2:18]1.